From a dataset of NCI-60 drug combinations with 297,098 pairs across 59 cell lines. Regression. Given two drug SMILES strings and cell line genomic features, predict the synergy score measuring deviation from expected non-interaction effect. (1) Drug 1: C1C(C(OC1N2C=C(C(=O)NC2=O)F)CO)O. Drug 2: CN(CCCl)CCCl.Cl. Cell line: SN12C. Synergy scores: CSS=25.2, Synergy_ZIP=-3.57, Synergy_Bliss=2.89, Synergy_Loewe=-0.764, Synergy_HSA=0.471. (2) Drug 1: C1CC(=O)NC(=O)C1N2CC3=C(C2=O)C=CC=C3N. Drug 2: C1=CC(=CC=C1CC(C(=O)O)N)N(CCCl)CCCl.Cl. Cell line: K-562. Synergy scores: CSS=19.7, Synergy_ZIP=3.24, Synergy_Bliss=9.59, Synergy_Loewe=0.325, Synergy_HSA=5.74. (3) Drug 1: COC1=C2C(=CC3=C1OC=C3)C=CC(=O)O2. Drug 2: COCCOC1=C(C=C2C(=C1)C(=NC=N2)NC3=CC=CC(=C3)C#C)OCCOC.Cl. Cell line: SW-620. Synergy scores: CSS=-0.733, Synergy_ZIP=2.64, Synergy_Bliss=2.01, Synergy_Loewe=0.175, Synergy_HSA=-2.01. (4) Drug 1: B(C(CC(C)C)NC(=O)C(CC1=CC=CC=C1)NC(=O)C2=NC=CN=C2)(O)O. Drug 2: C1CCC(C(C1)[NH-])[NH-].C(=O)(C(=O)[O-])[O-].[Pt+4]. Cell line: OVCAR3. Synergy scores: CSS=61.3, Synergy_ZIP=-2.63, Synergy_Bliss=-0.573, Synergy_Loewe=-25.1, Synergy_HSA=1.08. (5) Drug 1: C1CN1P(=S)(N2CC2)N3CC3. Drug 2: CC=C1C(=O)NC(C(=O)OC2CC(=O)NC(C(=O)NC(CSSCCC=C2)C(=O)N1)C(C)C)C(C)C. Cell line: PC-3. Synergy scores: CSS=29.5, Synergy_ZIP=-0.0789, Synergy_Bliss=3.78, Synergy_Loewe=-19.7, Synergy_HSA=2.18. (6) Drug 1: C1=C(C(=O)NC(=O)N1)N(CCCl)CCCl. Drug 2: N.N.Cl[Pt+2]Cl. Cell line: M14. Synergy scores: CSS=8.52, Synergy_ZIP=-6.08, Synergy_Bliss=-9.43, Synergy_Loewe=-11.7, Synergy_HSA=-11.5.